This data is from Reaction yield outcomes from USPTO patents with 853,638 reactions. The task is: Predict the reaction yield, written as a fraction of the theoretical maximum amount of product (1.0 means a 100% yield; for example, 0.34 means a 34% yield). (1) The reactants are [H-].[Na+].C(OP([CH2:11][C:12]([O:14][CH2:15][CH3:16])=[O:13])(OCC)=O)C.[CH:17]([C:19]1[CH:20]=[C:21]([CH:25]2[C:29]3[C:30]([CH3:44])=[C:31]([NH:36][C:37](=[O:43])[CH2:38][C:39]([CH3:42])([CH3:41])[CH3:40])[C:32]([CH3:35])=[C:33]([CH3:34])[C:28]=3[O:27][CH2:26]2)[CH:22]=[CH:23][CH:24]=1)=O.O. The catalyst is CN(C=O)C. The product is [CH3:40][C:39]([CH3:42])([CH3:41])[CH2:38][C:37]([NH:36][C:31]1[C:32]([CH3:35])=[C:33]([CH3:34])[C:28]2[O:27][CH2:26][CH:25]([C:21]3[CH:20]=[C:19](/[CH:17]=[CH:11]/[C:12]([O:14][CH2:15][CH3:16])=[O:13])[CH:24]=[CH:23][CH:22]=3)[C:29]=2[C:30]=1[CH3:44])=[O:43]. The yield is 0.930. (2) The reactants are [Li+].[BH4-].[CH2:3]([O:10][N:11]1[C:17](=[O:18])[N:16]2[CH2:19][C@H:12]1[CH2:13][CH2:14][C@H:15]2[C:20](OCC)=[O:21])[C:4]1[CH:9]=[CH:8][CH:7]=[CH:6][CH:5]=1. The catalyst is CO. The product is [CH2:3]([O:10][N:11]1[C:17](=[O:18])[N:16]2[CH2:19][C@H:12]1[CH2:13][CH2:14][C@H:15]2[CH2:20][OH:21])[C:4]1[CH:5]=[CH:6][CH:7]=[CH:8][CH:9]=1. The yield is 0.880.